From a dataset of Full USPTO retrosynthesis dataset with 1.9M reactions from patents (1976-2016). Predict the reactants needed to synthesize the given product. (1) Given the product [Cl:19][C:20]1[CH:21]=[C:22]([CH:23]=[CH:15][C:14]([C:12]2[S:13][C:9]([C:6]3[CH:5]=[CH:4][C:3]([C:2]([F:17])([F:1])[F:18])=[CH:8][CH:7]=3)=[CH:10][CH:11]=2)=[O:16])[CH:25]=[CH:26][C:27]=1[OH:28], predict the reactants needed to synthesize it. The reactants are: [F:1][C:2]([F:18])([F:17])[C:3]1[CH:8]=[CH:7][C:6]([C:9]2[S:13][C:12]([C:14](=[O:16])[CH3:15])=[CH:11][CH:10]=2)=[CH:5][CH:4]=1.[Cl:19][C:20]1[CH:21]=[C:22]([CH:25]=[CH:26][C:27]=1[OH:28])[CH:23]=O. (2) Given the product [NH2:18][C:19]1[N:20]=[CH:21][C:22]([C:34]2[N:38]([CH2:39][CH3:40])[N:37]=[C:36]([CH:41]3[CH2:42][CH2:43][N:44]([C:47](=[O:57])[CH2:48][CH2:49][OH:50])[CH2:45][CH2:46]3)[N:35]=2)=[N:23][C:24]=1[C:25]1[O:26][C:27]([C:30]([CH3:33])([CH3:31])[CH3:32])=[N:28][N:29]=1, predict the reactants needed to synthesize it. The reactants are: CC1C=CC(S(O)(=O)=O)=CC=1.N1C=CC=CC=1.[NH2:18][C:19]1[N:20]=[CH:21][C:22]([C:34]2[N:38]([CH2:39][CH3:40])[N:37]=[C:36]([CH:41]3[CH2:46][CH2:45][N:44]([C:47](=[O:57])[CH2:48][CH2:49][O:50]C4CCCCO4)[CH2:43][CH2:42]3)[N:35]=2)=[N:23][C:24]=1[C:25]1[O:26][C:27]([C:30]([CH3:33])([CH3:32])[CH3:31])=[N:28][N:29]=1. (3) Given the product [CH3:1][O:2][C:3](=[O:12])[C:4]1[CH:9]=[CH:8][C:7]([CH2:10][N:13]=[N+:14]=[N-:15])=[CH:6][CH:5]=1, predict the reactants needed to synthesize it. The reactants are: [CH3:1][O:2][C:3](=[O:12])[C:4]1[CH:9]=[CH:8][C:7]([CH2:10]Br)=[CH:6][CH:5]=1.[N-:13]=[N+:14]=[N-:15].[Na+]. (4) Given the product [NH:18]1[CH:19]=[N:20][C:16]([C:12]2[CH:11]=[C:10]3[C:15](=[CH:14][CH:13]=2)[NH:7][N:8]=[C:9]3[C:40]2[CH:41]=[C:42]([NH:46][C:47](=[O:51])[CH2:48][CH2:49][CH3:50])[CH:43]=[CH:44][CH:45]=2)=[N:17]1, predict the reactants needed to synthesize it. The reactants are: O1CCCCC1[N:7]1[C:15]2[C:10](=[CH:11][C:12]([C:16]3[N:20]=[CH:19][N:18](C(C4C=CC=CC=4)(C4C=CC=CC=4)C4C=CC=CC=4)[N:17]=3)=[CH:13][CH:14]=2)[C:9]([C:40]2[CH:41]=[C:42]([NH:46][C:47](=[O:51])[CH2:48][CH2:49][CH3:50])[CH:43]=[CH:44][CH:45]=2)=[N:8]1.